From a dataset of Forward reaction prediction with 1.9M reactions from USPTO patents (1976-2016). Predict the product of the given reaction. (1) The product is: [CH2:31]([N:33]([CH2:60][C:61](=[O:62])[NH:28][CH2:27][C:26]([F:30])([F:29])[F:25])[C:34]([C:36]1[CH:37]=[C:38]2[C:46](=[CH:47][CH:48]=1)[N:45]([S:49]([CH2:52][CH3:53])(=[O:51])=[O:50])[C:44]1[CH2:43][CH2:42][CH:41]([CH:54]3[CH2:55][CH2:56][O:57][CH2:58][CH2:59]3)[CH2:40][C:39]2=1)=[O:35])[CH3:32]. Given the reactants CN(C(ON1N=NC2C=CC=NC1=2)=[N+](C)C)C.F[P-](F)(F)(F)(F)F.[F:25][C:26]([F:30])([F:29])[CH2:27][NH2:28].[CH2:31]([N:33]([CH2:60][C:61](O)=[O:62])[C:34]([C:36]1[CH:37]=[C:38]2[C:46](=[CH:47][CH:48]=1)[N:45]([S:49]([CH2:52][CH3:53])(=[O:51])=[O:50])[C:44]1[CH2:43][CH2:42][CH:41]([CH:54]3[CH2:59][CH2:58][O:57][CH2:56][CH2:55]3)[CH2:40][C:39]2=1)=[O:35])[CH3:32].C(N(CC)C(C)C)(C)C, predict the reaction product. (2) Given the reactants [NH:1](C(OC(C)(C)C)=O)[C@H:2]([C:10]([NH:12][CH2:13][C:14]([NH:16][C@H:17]([C:22]([NH:24][C@@H:25]([C:33]([NH:35][C@H:36]([C:40]([O:42]C)=[O:41])[CH:37]([CH3:39])[CH3:38])=[O:34])[CH2:26][C:27]1[CH:32]=[CH:31][CH:30]=[CH:29][CH:28]=1)=[O:23])[CH2:18][C:19](=[O:21])[OH:20])=[O:15])=[O:11])[CH2:3][CH2:4][CH2:5][NH:6][C:7](=[NH:9])[NH2:8].[OH-].[Na+], predict the reaction product. The product is: [NH2:1][C@H:2]([C:10]([NH:12][CH2:13][C:14]([NH:16][C@H:17]([C:22]([NH:24][C@@H:25]([C:33]([NH:35][C@H:36]([C:40]([OH:42])=[O:41])[CH:37]([CH3:39])[CH3:38])=[O:34])[CH2:26][C:27]1[CH:28]=[CH:29][CH:30]=[CH:31][CH:32]=1)=[O:23])[CH2:18][C:19](=[O:20])[OH:21])=[O:15])=[O:11])[CH2:3][CH2:4][CH2:5][NH:6][C:7](=[NH:8])[NH2:9]. (3) Given the reactants [C:1]([C@H:4]1[N:8](C(OC(C)(C)C)=O)[C:7]([CH3:17])([CH3:16])[CH2:6][CH2:5]1)(=[O:3])[NH2:2].[ClH:18], predict the reaction product. The product is: [ClH:18].[CH3:16][C:7]1([CH3:17])[NH:8][C@H:4]([C:1]([NH2:2])=[O:3])[CH2:5][CH2:6]1. (4) Given the reactants [S:1]1[CH:5]=[CH:4][C:3]([C:6]([C:8]2[CH:9]=[C:10]([CH:13]=[CH:14][CH:15]=2)[C:11]#[N:12])=[O:7])=[CH:2]1.OO.C([O-])(O)=[O:19].[Na+].C(OCC)(=O)C, predict the reaction product. The product is: [S:1]1[CH:5]=[CH:4][C:3]([C:6]([C:8]2[CH:9]=[C:10]([CH:13]=[CH:14][CH:15]=2)[C:11]([NH2:12])=[O:19])=[O:7])=[CH:2]1. (5) Given the reactants C([N:8]([CH2:18][C@H:19]1[CH2:23][O:22][C:21]([NH2:24])=[N:20]1)[C:9]1[CH:14]=[CH:13][C:12]([F:15])=[C:11]([O:16][CH3:17])[CH:10]=1)C1C=CC=CC=1.C([O-])=O.[NH4+], predict the reaction product. The product is: [F:15][C:12]1[CH:13]=[CH:14][C:9]([NH:8][CH2:18][C@H:19]2[CH2:23][O:22][C:21]([NH2:24])=[N:20]2)=[CH:10][C:11]=1[O:16][CH3:17]. (6) Given the reactants Cl[C:2]1[C:7]([NH:8][C:9]2[C:18]3[C:13](=[CH:14][C:15]([F:20])=[CH:16][C:17]=3[F:19])[N:12]=[C:11]([C:21]3[CH:26]=[CH:25][CH:24]=[CH:23][N:22]=3)[C:10]=2[CH3:27])=[CH:6][C:5]([N:28]2[CH2:33][CH2:32][O:31][CH2:30][CH2:29]2)=[CH:4][N:3]=1.[CH3:34][O:35][C:36]1[C:41](B(O)O)=[CH:40][CH:39]=[CH:38][N:37]=1.C1(P(C2CCCCC2)C2(OC)CC=CC(OC)=C2C2C=CC=CC=2)CCCCC1.COC1C=CC=C(OC)C=1C1C=CC=CC=1P(C1CCCCC1)C1CCCCC1.[O-]P([O-])([O-])=O.[K+].[K+].[K+], predict the reaction product. The product is: [F:19][C:17]1[CH:16]=[C:15]([F:20])[CH:14]=[C:13]2[C:18]=1[C:9]([NH:8][C:7]1[C:2]([C:41]3[C:36]([O:35][CH3:34])=[N:37][CH:38]=[CH:39][CH:40]=3)=[N:3][CH:4]=[C:5]([N:28]3[CH2:29][CH2:30][O:31][CH2:32][CH2:33]3)[CH:6]=1)=[C:10]([CH3:27])[C:11]([C:21]1[CH:26]=[CH:25][CH:24]=[CH:23][N:22]=1)=[N:12]2.